From a dataset of Reaction yield outcomes from USPTO patents with 853,638 reactions. Predict the reaction yield, written as a fraction of the theoretical maximum amount of product (1.0 means a 100% yield; for example, 0.34 means a 34% yield). The reactants are [CH2:1]([O:3][C:4]([C:6]1[C:10]([S:11][C:12]([F:15])([F:14])[F:13])=[C:9]([CH3:16])[N:8]([C:17]2[C:22]([F:23])=[CH:21][C:20]([C:24]([F:27])([F:26])[F:25])=[CH:19][C:18]=2[Cl:28])[N:7]=1)=[O:5])[CH3:2].FC(F)(F)C(O)=[O:32].OO. The catalyst is ClCCl. The product is [CH2:1]([O:3][C:4]([C:6]1[C:10]([S:11]([C:12]([F:15])([F:13])[F:14])=[O:32])=[C:9]([CH3:16])[N:8]([C:17]2[C:22]([F:23])=[CH:21][C:20]([C:24]([F:26])([F:27])[F:25])=[CH:19][C:18]=2[Cl:28])[N:7]=1)=[O:5])[CH3:2]. The yield is 0.990.